From a dataset of Forward reaction prediction with 1.9M reactions from USPTO patents (1976-2016). Predict the product of the given reaction. (1) Given the reactants [Br:1][C:2]1[CH:7]=[CH:6][C:5]([C:8]2[N:9]([CH:20]3[CH2:22][CH2:21]3)[C:10](=[O:19])[N:11]([CH2:13][C:14]([O:16]CC)=[O:15])[CH:12]=2)=[CH:4][CH:3]=1.[OH-].[K+].Cl, predict the reaction product. The product is: [Br:1][C:2]1[CH:7]=[CH:6][C:5]([C:8]2[N:9]([CH:20]3[CH2:22][CH2:21]3)[C:10](=[O:19])[N:11]([CH2:13][C:14]([OH:16])=[O:15])[CH:12]=2)=[CH:4][CH:3]=1. (2) Given the reactants I[C:2]1[C:10]2[C:5](=[N:6][CH:7]=[N:8][C:9]=2[NH2:11])[N:4]([CH:12]([C:14]2[CH:15]=[C:16]3[N:21]([C:22]=2[C:23]2[CH:28]=[CH:27][CH:26]=[CH:25][N:24]=2)[CH:20]=[CH:19][CH:18]=[CH:17]3)[CH3:13])[N:3]=1.[OH:29][C:30]1[CH:31]=[C:32]([CH:35]=[C:36](B2OC(C)(C)C(C)(C)O2)[CH:37]=1)[C:33]#[N:34].CCO.C([O-])([O-])=O.[Na+].[Na+], predict the reaction product. The product is: [NH2:11][C:9]1[N:8]=[CH:7][N:6]=[C:5]2[N:4]([CH:12]([C:14]3[CH:15]=[C:16]4[N:21]([C:22]=3[C:23]3[CH:28]=[CH:27][CH:26]=[CH:25][N:24]=3)[CH:20]=[CH:19][CH:18]=[CH:17]4)[CH3:13])[N:3]=[C:2]([C:36]3[CH:35]=[C:32]([CH:31]=[C:30]([OH:29])[CH:37]=3)[C:33]#[N:34])[C:10]=12. (3) Given the reactants Br[C:2]1[CH:15]=[N:14][C:5]2[NH:6][C:7]3[CH2:8][CH2:9][CH2:10][C:11](=[O:13])[C:12]=3[C:4]=2[CH:3]=1.[CH3:16][O:17][C:18]1[CH:19]=[C:20](B(O)O)[CH:21]=[CH:22][C:23]=1[O:24][CH3:25].C(=O)([O-])[O-].[Na+].[Na+].Cl, predict the reaction product. The product is: [CH3:16][O:17][C:18]1[CH:19]=[C:20]([C:2]2[CH:15]=[N:14][C:5]3[NH:6][C:7]4[CH2:8][CH2:9][CH2:10][C:11](=[O:13])[C:12]=4[C:4]=3[CH:3]=2)[CH:21]=[CH:22][C:23]=1[O:24][CH3:25]. (4) The product is: [CH2:1]([N:3]([CH2:4][CH3:5])[C:17](=[O:27])[C:18]1[CH:26]=[CH:25][C:21]([C:22]([NH:14][CH2:13][CH2:12][C:11]2[CH:15]=[CH:16][C:8]([O:7][CH3:6])=[CH:9][CH:10]=2)=[O:23])=[CH:20][CH:19]=1)[CH3:2]. Given the reactants [CH2:1]([NH:3][CH2:4][CH3:5])[CH3:2].[CH3:6][O:7][C:8]1[CH:16]=[CH:15][C:11]([CH2:12][CH2:13][NH2:14])=[CH:10][CH:9]=1.[C:17](Cl)(=[O:27])[C:18]1[CH:26]=[CH:25][C:21]([C:22](Cl)=[O:23])=[CH:20][CH:19]=1.C(=O)([O-])O.[Na+], predict the reaction product. (5) Given the reactants [Cl:1][C:2]1[CH:3]=[CH:4][C:5]([O:21][CH2:22][C:23]2[CH:28]=CC=C[CH:24]=2)=[C:6]([CH2:8][C:9]2[S:10][CH:11]=[C:12]([C:14](/[N:16]=[CH:17]/[N:18]([CH3:20])[CH3:19])=[O:15])[N:13]=2)[CH:7]=1.Cl[C:30]1C=CC(OCC(C)C)=C(CC2SC=C(C(N)=O)N=2)C=1.COC(OC)(N(C)C)C, predict the reaction product. The product is: [Cl:1][C:2]1[CH:3]=[CH:4][C:5]([O:21][CH2:22][CH:23]([CH3:28])[CH3:24])=[C:6]([CH2:8][C:9]2[S:10][CH:11]=[C:12]([C:14](/[N:16]=[C:17](/[N:18]([CH3:20])[CH3:19])\[CH3:30])=[O:15])[N:13]=2)[CH:7]=1. (6) The product is: [CH3:26][C@H:27]1[CH2:32][CH2:31][C@H:30]([NH:33][C:10]([C:2]2[S:1][C:5]3[CH:6]=[CH:7][CH:8]=[CH:9][C:4]=3[N:3]=2)=[O:12])[CH2:29][CH2:28]1. Given the reactants [S:1]1[C:5]2[CH:6]=[CH:7][CH:8]=[CH:9][C:4]=2[N:3]=[C:2]1[C:10]([OH:12])=O.C(N1C=CN=C1)(N1C=CN=C1)=O.Cl.[CH3:26][C@H:27]1[CH2:32][CH2:31][C@H:30]([NH2:33])[CH2:29][CH2:28]1.C(N(CC)C(C)C)(C)C.Cl, predict the reaction product. (7) Given the reactants [C:1](=O)([O-])[O-].[K+].[K+].IC.[F:9][C:10]1[CH:20]=[CH:19][C:13]([CH:14]([OH:18])[C:15]([OH:17])=[O:16])=[CH:12][CH:11]=1, predict the reaction product. The product is: [F:9][C:10]1[CH:20]=[CH:19][C:13]([CH:14]([OH:18])[C:15]([O:17][CH3:1])=[O:16])=[CH:12][CH:11]=1. (8) Given the reactants [CH3:1][N:2]1[CH:6]=[C:5]([N+:7]([O-:9])=[O:8])[CH:4]=[C:3]1[C:10]([O:12]C)=[O:11].[OH-].[Na+], predict the reaction product. The product is: [CH3:1][N:2]1[CH:6]=[C:5]([N+:7]([O-:9])=[O:8])[CH:4]=[C:3]1[C:10]([OH:12])=[O:11]. (9) Given the reactants [Br:1][C:2]1[CH:7]=[C:6]([Cl:8])[CH:5]=[CH:4][C:3]=1[OH:9].C(=O)([O-])[O-].[K+].[K+].Br[CH2:17][C:18]([O:20][C:21]([CH3:24])([CH3:23])[CH3:22])=[O:19], predict the reaction product. The product is: [C:21]([O:20][C:18](=[O:19])[CH2:17][O:9][C:3]1[CH:4]=[CH:5][C:6]([Cl:8])=[CH:7][C:2]=1[Br:1])([CH3:24])([CH3:23])[CH3:22].